From a dataset of Reaction yield outcomes from USPTO patents with 853,638 reactions. Predict the reaction yield, written as a fraction of the theoretical maximum amount of product (1.0 means a 100% yield; for example, 0.34 means a 34% yield). (1) The catalyst is C(O)C. The yield is 0.150. The product is [NH2:8][C:7]1[C:2]2[N:3]([C:13]([C:11](=[O:12])[CH3:10])=[C:14]([CH3:15])[N:1]=2)[CH:4]=[CH:5][CH:6]=1. The reactants are [NH2:1][C:2]1[C:7]([NH2:8])=[CH:6][CH:5]=[CH:4][N:3]=1.Cl[CH2:10][C:11]([CH2:13][C:14](=O)[CH3:15])=[O:12]. (2) The reactants are [ClH:1].[OH:2][C:3]1([C:29]([F:32])([F:31])[F:30])[CH2:8][C:7](=[O:9])[NH:6][C:5]2[NH:10][N:11]=[C:12]([CH:13]3[CH2:18][CH2:17][N:16]([C:19]4[N:20]=[N:21][C:22]([O:25][CH:26]([CH3:28])[CH3:27])=[CH:23][CH:24]=4)[CH2:15][CH2:14]3)[C:4]1=2. The catalyst is C(O)C. The product is [ClH:1].[OH:2][C:3]1([C:29]([F:30])([F:31])[F:32])[CH2:8][C:7](=[O:9])[NH:6][C:5]2[NH:10][N:11]=[C:12]([CH:13]3[CH2:18][CH2:17][N:16]([C:19]4[N:20]=[N:21][C:22]([O:25][CH:26]([CH3:28])[CH3:27])=[CH:23][CH:24]=4)[CH2:15][CH2:14]3)[C:4]1=2. The yield is 0.810.